This data is from Full USPTO retrosynthesis dataset with 1.9M reactions from patents (1976-2016). The task is: Predict the reactants needed to synthesize the given product. (1) Given the product [I:1][C:2]1[CH:7]=[CH:6][N:5]=[C:4]([N:8]2[C:16]3[CH2:15][C:14]([CH3:18])([CH3:17])[CH2:13][CH2:12][C:11]=3[C:10]([C:19]([NH2:23])=[O:21])=[N:9]2)[CH:3]=1, predict the reactants needed to synthesize it. The reactants are: [I:1][C:2]1[CH:7]=[CH:6][N:5]=[C:4]([N:8]2[C:16]3[CH2:15][C:14]([CH3:18])([CH3:17])[CH2:13][CH2:12][C:11]=3[C:10]([C:19]([OH:21])=O)=[N:9]2)[CH:3]=1.[Cl-].[NH4+:23]. (2) Given the product [Cl:23][C:19]1[C:16]([CH:17]=[O:18])=[C:15]([N:2]2[CH2:3][C:4]3[N:12]4[C:7]([CH2:8][CH2:9][CH2:10][CH2:11]4)=[CH:6][C:5]=3[C:1]2=[O:13])[N:22]=[CH:21][CH:20]=1, predict the reactants needed to synthesize it. The reactants are: [C:1]1(=[O:13])[C:5]2[CH:6]=[C:7]3[N:12]([C:4]=2[CH2:3][NH:2]1)[CH2:11][CH2:10][CH2:9][CH2:8]3.Br[C:15]1[N:22]=[CH:21][CH:20]=[C:19]([Cl:23])[C:16]=1[CH:17]=[O:18].CC1(C)C2C(=C(P(C3C=CC=CC=3)C3C=CC=CC=3)C=CC=2)OC2C(P(C3C=CC=CC=3)C3C=CC=CC=3)=CC=CC1=2.C([O-])([O-])=O.[Cs+].[Cs+]. (3) Given the product [Cl:1][C:2]1[N:11]=[C:10]([C:25]2[CH:26]=[C:21]([CH:22]=[CH:23][CH:24]=2)[C:19]#[N:20])[C:9]2[C:4](=[CH:5][CH:6]=[CH:7][CH:8]=2)[N:3]=1, predict the reactants needed to synthesize it. The reactants are: [Cl:1][C:2]1[N:11]=[C:10](Cl)[C:9]2[C:4](=[CH:5][CH:6]=[CH:7][CH:8]=2)[N:3]=1.C([O-])([O-])=O.[K+].[K+].[C:19]([C:21]1[CH:22]=[C:23](B(O)O)[CH:24]=[CH:25][CH:26]=1)#[N:20]. (4) The reactants are: C([O:8][CH2:9][CH2:10][C@H:11]([O:33][CH2:34][CH2:35][O:36]CC1C=CC=CC=1)[CH2:12][O:13][C:14]([C:27]1[CH:32]=[CH:31][CH:30]=[CH:29][CH:28]=1)([C:21]1[CH:26]=[CH:25][CH:24]=[CH:23][CH:22]=1)[C:15]1[CH:20]=[CH:19][CH:18]=[CH:17][CH:16]=1)C1C=CC=CC=1. Given the product [OH:36][CH2:35][CH2:34][O:33][C@H:11]([CH2:12][O:13][C:14]([C:27]1[CH:32]=[CH:31][CH:30]=[CH:29][CH:28]=1)([C:21]1[CH:22]=[CH:23][CH:24]=[CH:25][CH:26]=1)[C:15]1[CH:16]=[CH:17][CH:18]=[CH:19][CH:20]=1)[CH2:10][CH2:9][OH:8], predict the reactants needed to synthesize it. (5) Given the product [NH2:17][CH2:16][C:5]1[C:6]([NH:8][C@@H:9]2[CH2:14][CH2:13][CH2:12][C@H:11]([OH:15])[CH2:10]2)=[N:7][CH:2]=[N:3][CH:4]=1, predict the reactants needed to synthesize it. The reactants are: Cl[C:2]1[N:7]=[C:6]([NH:8][C@@H:9]2[CH2:14][CH2:13][CH2:12][C@H:11]([OH:15])[CH2:10]2)[C:5]([C:16]#[N:17])=[CH:4][N:3]=1.[OH-].[NH4+].C(O)(C(F)(F)F)=O.C(=O)(O)[O-]. (6) Given the product [C:1]([O:5][C:6]([N:8]1[CH2:13][CH2:12][CH:11]([C:14]2[CH:19]=[CH:18][C:17]([C:20]([OH:22])=[O:21])=[CH:16][CH:15]=2)[CH2:10][CH2:9]1)=[O:7])([CH3:4])([CH3:2])[CH3:3], predict the reactants needed to synthesize it. The reactants are: [C:1]([O:5][C:6]([N:8]1[CH2:13][CH2:12][CH:11]([C:14]2[CH:19]=[CH:18][C:17]([C:20]([O:22]C)=[O:21])=[CH:16][CH:15]=2)[CH2:10][CH2:9]1)=[O:7])([CH3:4])([CH3:3])[CH3:2].[OH-].[Na+].Cl.